Dataset: Reaction yield outcomes from USPTO patents with 853,638 reactions. Task: Predict the reaction yield, written as a fraction of the theoretical maximum amount of product (1.0 means a 100% yield; for example, 0.34 means a 34% yield). The reactants are [CH3:1][C:2]([C:5]1[N:13]=[C:8]2[CH:9]=[N:10][CH:11]=[CH:12][N:7]2[N:6]=1)([CH3:4])[CH3:3]. The catalyst is [Pd].C(O)C. The product is [CH3:4][C:2]([C:5]1[N:13]=[C:8]2[CH2:9][NH:10][CH2:11][CH2:12][N:7]2[N:6]=1)([CH3:1])[CH3:3]. The yield is 0.920.